From a dataset of Reaction yield outcomes from USPTO patents with 853,638 reactions. Predict the reaction yield, written as a fraction of the theoretical maximum amount of product (1.0 means a 100% yield; for example, 0.34 means a 34% yield). (1) The reactants are Cl[CH2:2][CH2:3][O:4][C:5]1[C:13]2[C:8](=[N:9][CH:10]=[N:11][C:12]=2[NH:14][C:15]2[CH:20]=[CH:19][C:18]([O:21][C:22]3[CH:23]=[N:24][C:25]([CH3:28])=[CH:26][CH:27]=3)=[C:17]([CH3:29])[CH:16]=2)[NH:7][N:6]=1.[NH:30]1[CH2:34][CH2:33][CH2:32][C@@H:31]1[CH2:35][OH:36]. No catalyst specified. The product is [CH3:29][C:17]1[CH:16]=[C:15]([NH:14][C:12]2[N:11]=[CH:10][N:9]=[C:8]3[NH:7][N:6]=[C:5]([O:4][CH2:3][CH2:2][N:30]4[CH2:34][CH2:33][CH2:32][C@@H:31]4[CH2:35][OH:36])[C:13]=23)[CH:20]=[CH:19][C:18]=1[O:21][C:22]1[CH:23]=[N:24][C:25]([CH3:28])=[CH:26][CH:27]=1. The yield is 0.130. (2) The reactants are [Br:1][C:2]1[CH:3]=[C:4]([CH2:9][CH2:10][C:11](=[NH:13])[NH2:12])[CH:5]=[CH:6][C:7]=1[F:8].[OH:14]/[CH:15]=[C:16](/[CH2:21][C:22]1[CH:23]=[N:24][C:25]([O:28][CH3:29])=[N:26][CH:27]=1)\[C:17](OC)=O.C([O-])([O-])=O.[K+].[K+]. The catalyst is CN1C(=O)CCC1. The product is [Br:1][C:2]1[CH:3]=[C:4]([CH:5]=[CH:6][C:7]=1[F:8])[CH2:9][CH2:10][C:11]1[NH:12][CH:17]=[C:16]([CH2:21][C:22]2[CH:23]=[N:24][C:25]([O:28][CH3:29])=[N:26][CH:27]=2)[C:15](=[O:14])[N:13]=1. The yield is 0.406. (3) The reactants are [CH3:1][N:2]([CH3:38])[C:3]([C:5]1[CH:10]=[CH:9][C:8]([C:11]2[CH:16]=[CH:15][C:14]([C@@H:17]([N:19]3[CH2:24][CH2:23][C:22]4([CH2:36][CH2:35][C:27]5(OCC(C)(C)C[O:28]5)[CH2:26][CH2:25]4)[O:21][C:20]3=[O:37])[CH3:18])=[CH:13][CH:12]=2)=[CH:7][N:6]=1)=[O:4]. The catalyst is O. The product is [CH3:38][N:2]([CH3:1])[C:3]([C:5]1[CH:10]=[CH:9][C:8]([C:11]2[CH:16]=[CH:15][C:14]([C@@H:17]([N:19]3[CH2:24][CH2:23][C:22]4([CH2:36][CH2:35][C:27](=[O:28])[CH2:26][CH2:25]4)[O:21][C:20]3=[O:37])[CH3:18])=[CH:13][CH:12]=2)=[CH:7][N:6]=1)=[O:4]. The yield is 0.540.